This data is from Forward reaction prediction with 1.9M reactions from USPTO patents (1976-2016). The task is: Predict the product of the given reaction. (1) Given the reactants C1(CCC(/[N:11]=[C:12](/[NH:41]C(=O)CCC2C=CC=CC=2)\[NH:13][CH2:14][CH2:15][CH2:16][C@H:17]2[C:20](=[O:21])[N:19]([C:22](=[O:30])[NH:23][C:24]3[CH:29]=[CH:28][CH:27]=[CH:26][CH:25]=3)[C@@H:18]2[C:31]([O:33]CC2C=CC=CC=2)=[O:32])=O)C=CC=CC=1, predict the reaction product. The product is: [NH:13]([CH2:14][CH2:15][CH2:16][C@H:17]1[C:20](=[O:21])[N:19]([C:22](=[O:30])[NH:23][C:24]2[CH:29]=[CH:28][CH:27]=[CH:26][CH:25]=2)[C@@H:18]1[C:31]([OH:33])=[O:32])[C:12]([NH2:41])=[NH:11]. (2) Given the reactants Cl[C:2]1[N:24]=[C:5]2[C:6]([NH:10][CH2:11][C:12]3[CH:17]=[CH:16][CH:15]=[CH:14][C:13]=3[N:18]([CH3:23])[S:19]([CH3:22])(=[O:21])=[O:20])=[CH:7][CH:8]=[CH:9][N:4]2[N:3]=1.[CH3:25][N:26]1[CH2:31][CH2:30][N:29]([C:32]2[CH:37]=[CH:36][C:35]([NH2:38])=[CH:34][CH:33]=2)[CH2:28][CH2:27]1.C1(P(C2CCCCC2)C2C=CC=CC=2C2C=CC=CC=2P(C2CCCCC2)C2CCCCC2)CCCCC1, predict the reaction product. The product is: [CH3:23][N:18]([C:13]1[CH:14]=[CH:15][CH:16]=[CH:17][C:12]=1[CH2:11][NH:10][C:6]1[C:5]2[N:4]([N:3]=[C:2]([NH:38][C:35]3[CH:34]=[CH:33][C:32]([N:29]4[CH2:28][CH2:27][N:26]([CH3:25])[CH2:31][CH2:30]4)=[CH:37][CH:36]=3)[N:24]=2)[CH:9]=[CH:8][CH:7]=1)[S:19]([CH3:22])(=[O:21])=[O:20]. (3) Given the reactants [Cl:1][C:2]1[CH:21]=[CH:20][C:5]([NH:6][C:7]2[C:16]3[C:11](=[CH:12][C:13]([OH:19])=[C:14]([O:17][CH3:18])[CH:15]=3)[N:10]=[CH:9][N:8]=2)=[C:4]([F:22])[CH:3]=1.Cl.Cl[CH2:25][CH2:26][O:27][C:28]1[CH:33]=[CH:32][CH:31]=[CH:30][N:29]=1.C(=O)([O-])[O-].[K+].[K+], predict the reaction product. The product is: [Cl:1][C:2]1[CH:21]=[CH:20][C:5]([NH:6][C:7]2[C:16]3[C:11](=[CH:12][C:13]([O:19][CH2:25][CH2:26][O:27][C:28]4[CH:33]=[CH:32][CH:31]=[CH:30][N:29]=4)=[C:14]([O:17][CH3:18])[CH:15]=3)[N:10]=[CH:9][N:8]=2)=[C:4]([F:22])[CH:3]=1. (4) Given the reactants [OH:1][C@H:2]1[CH2:7][CH2:6][C@H:5]([N:8]2[C:13](=[O:14])[C:12]([CH2:15][C:16]3[CH:21]=[CH:20][C:19]([C:22]4[C:23]([C:28]#[N:29])=[CH:24][CH:25]=[CH:26][CH:27]=4)=[CH:18][CH:17]=3)=[C:11]([CH2:30][CH2:31][CH3:32])[N:10]3[N:33]=[CH:34][CH:35]=[C:9]23)[CH2:4][CH2:3]1.[N+](=[C:38]([CH3:44])[C:39](OCC)=O)=[N-].[C:45](OCC)(=O)[CH3:46].[OH2:51], predict the reaction product. The product is: [OH:51][C:38]([CH3:39])([CH3:44])[CH:45]([CH3:46])[O:1][C@H:2]1[CH2:3][CH2:4][C@H:5]([N:8]2[C:13](=[O:14])[C:12]([CH2:15][C:16]3[CH:21]=[CH:20][C:19]([C:22]4[C:23]([C:28]#[N:29])=[CH:24][CH:25]=[CH:26][CH:27]=4)=[CH:18][CH:17]=3)=[C:11]([CH2:30][CH2:31][CH3:32])[N:10]3[N:33]=[CH:34][CH:35]=[C:9]23)[CH2:6][CH2:7]1. (5) The product is: [S:38]([C:35]1[CH:36]=[CH:37][C:32]([CH3:54])=[CH:33][CH:34]=1)([O-:41])(=[O:40])=[O:39].[S:38]([C:35]1[CH:36]=[CH:37][C:32]([CH3:54])=[CH:33][CH:34]=1)([O-:41])(=[O:40])=[O:39].[N+:48]([C:45]1[CH:44]=[C:43]([N+:51]([O-:53])=[O:52])[CH:42]=[CH:47][C:46]=1[N+:24]1[CH:23]=[CH:22][C:21]([C:18]2[CH:17]=[CH:16][N+:15]([C:10]3[CH:11]=[CH:12][CH:13]=[CH:14][C:9]=3[CH:6]([CH3:8])[CH3:7])=[CH:20][CH:19]=2)=[CH:26][CH:25]=1)([O-:50])=[O:49]. Given the reactants F[B-](F)(F)F.[CH:6]([C:9]1[CH:14]=[CH:13][CH:12]=[CH:11][C:10]=1[N+:15]1[CH:20]=[CH:19][C:18]([C:21]2[CH:26]=[CH:25][NH+:24]=[CH:23][CH:22]=2)=[CH:17][CH:16]=1)([CH3:8])[CH3:7].F[B-](F)(F)F.[C:32]1([CH3:54])[CH:37]=[CH:36][C:35]([S:38]([O:41][C:42]2[CH:47]=[CH:46][C:45]([N+:48]([O-:50])=[O:49])=[CH:44][C:43]=2[N+:51]([O-:53])=[O:52])(=[O:40])=[O:39])=[CH:34][CH:33]=1, predict the reaction product. (6) Given the reactants [CH2:1]([O:8][C:9]1[C:14](=[O:15])[CH:13]=[C:12]([CH2:16][NH:17][S:18]([C:21]2[CH:26]=[CH:25][CH:24]=[C:23]([Cl:27])[CH:22]=2)(=[O:20])=[O:19])[N:11]([CH3:28])[C:10]=1[C:29]([OH:31])=O)[C:2]1[CH:7]=[CH:6][CH:5]=[CH:4][CH:3]=1.[CH:32]([NH:35]C(C1N(C)C(CNS(C2C=CC=CC=2)(=O)=O)=CC(=O)C=1OCC1C=CC=CC=1)=O)([CH3:34])[CH3:33], predict the reaction product. The product is: [CH:32]([NH:35][C:29]([C:10]1[N:11]([CH3:28])[C:12]([CH2:16][NH:17][S:18]([C:21]2[CH:26]=[CH:25][CH:24]=[C:23]([Cl:27])[CH:22]=2)(=[O:20])=[O:19])=[CH:13][C:14](=[O:15])[C:9]=1[O:8][CH2:1][C:2]1[CH:3]=[CH:4][CH:5]=[CH:6][CH:7]=1)=[O:31])([CH3:34])[CH3:33]. (7) Given the reactants [Cl-].[Al+3].[Cl-].[Cl-].[N-:5]=[N+:6]=[N-:7].[Na+].[Br:9][C:10]1[CH:15]=[CH:14][CH:13]=[C:12]([N:16]=[C:17]=[O:18])[C:11]=1[CH3:19].N([O-])=O.[Na+].Cl, predict the reaction product. The product is: [CH3:19][C:11]1[C:10]([Br:9])=[CH:15][CH:14]=[CH:13][C:12]=1[N:16]1[C:17](=[O:18])[NH:7][N:6]=[N:5]1. (8) Given the reactants [C:1]([O:5][C:6]([N:8]1[CH2:12][CH2:11][CH:10]([NH2:13])[CH2:9]1)=[O:7])([CH3:4])([CH3:3])[CH3:2].CCN(CC)CC.Cl[C:22]([O:24][CH3:25])=[O:23], predict the reaction product. The product is: [C:1]([O:5][C:6]([N:8]1[CH2:12][CH2:11][CH:10]([NH:13][C:22]([O:24][CH3:25])=[O:23])[CH2:9]1)=[O:7])([CH3:4])([CH3:2])[CH3:3]. (9) Given the reactants [H-].[Na+].[C:3]([CH2:5][C:6]([O:8][CH2:9][CH3:10])=[O:7])#[N:4].[F:11][C:12]([F:39])([F:38])[C:13]1[CH:14]=[C:15]([NH:19][C:20]2[N:37]=[CH:36][CH:35]=[CH:34][C:21]=2[C:22](OC2C=CC([N+]([O-])=O)=CC=2)=[O:23])[CH:16]=[CH:17][CH:18]=1, predict the reaction product. The product is: [C:3]([CH:5]([C:22](=[O:23])[C:21]1[C:20]([NH:19][C:15]2[CH:16]=[CH:17][CH:18]=[C:13]([C:12]([F:39])([F:11])[F:38])[CH:14]=2)=[N:37][CH:36]=[CH:35][CH:34]=1)[C:6]([O:8][CH2:9][CH3:10])=[O:7])#[N:4].